From a dataset of Full USPTO retrosynthesis dataset with 1.9M reactions from patents (1976-2016). Predict the reactants needed to synthesize the given product. (1) Given the product [C:1]([NH:5][C:6]1[C:11]([C:12]([NH2:14])=[O:13])=[CH:10][N:9]=[C:8]([NH:17][C@H:18]2[CH2:23][CH2:22][C@H:21]([OH:24])[CH2:20][CH2:19]2)[N:7]=1)([CH3:4])([CH3:3])[CH3:2], predict the reactants needed to synthesize it. The reactants are: [C:1]([NH:5][C:6]1[C:11]([C:12]([NH2:14])=[O:13])=[CH:10][N:9]=[C:8](Cl)[N:7]=1)([CH3:4])([CH3:3])[CH3:2].Cl.[NH2:17][C@H:18]1[CH2:23][CH2:22][C@H:21]([OH:24])[CH2:20][CH2:19]1.C([O-])([O-])=O.[Na+].[Na+].O. (2) Given the product [CH2:34]([N:41]([CH2:42][CH2:43][C:44](=[O:46])[CH3:45])[C:30]([CH:29]1[C:26]2[CH:25]=[CH:24][CH:23]=[C:22]([Cl:21])[C:27]=2[CH2:28]1)=[O:32])[C:35]1[CH:40]=[CH:39][CH:38]=[CH:37][CH:36]=1, predict the reactants needed to synthesize it. The reactants are: [O-]P1(OP([O-])(=O)OP([O-])(=O)OP([O-])(=O)O1)=O.[Na+].[Na+].[Na+].[Na+].[Cl:21][C:22]1[C:27]2[CH2:28][CH:29]([C:30]([OH:32])=O)[C:26]=2[CH:25]=[CH:24][CH:23]=1.Cl.[CH2:34]([NH:41][CH2:42][CH2:43][C:44](=[O:46])[CH3:45])[C:35]1[CH:40]=[CH:39][CH:38]=[CH:37][CH:36]=1.C(N(CC)CC)C. (3) Given the product [CH3:1][Si:2]([O:7][CH3:8])([O:5][CH3:6])[O:3][CH3:4].[CH3:9][Si:10]([CH3:14])([CH3:13])[O:11][CH3:12].[OH-:20].[K+:21], predict the reactants needed to synthesize it. The reactants are: [CH3:1][Si:2]([O:7][CH3:8])([O:5][CH3:6])[O:3][CH3:4].[CH3:9][Si:10]([CH3:14])([CH3:13])[O:11][CH3:12].C[Si](C)(C)Cl.[OH-:20].[K+:21]. (4) Given the product [O:23]=[C:21]([CH:20]1[CH2:19][CH2:18][CH2:17][NH:16][N:15]1[CH2:8][C:9]1[CH:10]=[CH:11][CH:12]=[CH:13][CH:14]=1)[C:1]([O:7][CH3:28])=[O:2], predict the reactants needed to synthesize it. The reactants are: [C:1]([OH:7])(C(F)(F)F)=[O:2].[CH2:8]([N:15]1[CH:20]([C:21]([O:23]C(C)(C)C)=O)[CH2:19][CH2:18][CH2:17][NH:16]1)[C:9]1[CH:14]=[CH:13][CH:12]=[CH:11][CH:10]=1.[CH2:28](N(CC)CC)C. (5) Given the product [ClH:1].[Cl:1][C:2]1[CH:3]=[C:4]([NH:10][C@H:11]([CH2:20][NH:21][CH3:22])[CH2:12][C:13]([O:15][CH3:16])=[O:14])[CH:5]=[CH:6][C:7]=1[C:8]#[N:9], predict the reactants needed to synthesize it. The reactants are: [Cl:1][C:2]1[CH:3]=[C:4]([NH:10][C@H:11]([CH2:20][NH:21][CH3:22])[CH2:12][C:13]([O:15][C:16](C)(C)C)=[O:14])[CH:5]=[CH:6][C:7]=1[C:8]#[N:9]. (6) Given the product [ClH:16].[CH3:1][N:2]1[CH:6]=[C:5]([NH2:7])[N:4]=[C:3]1[CH3:15], predict the reactants needed to synthesize it. The reactants are: [CH3:1][N:2]1[CH:6]=[C:5]([NH:7]C(=O)OC(C)(C)C)[N:4]=[C:3]1[CH3:15].[ClH:16].